This data is from Peptide-MHC class II binding affinity with 134,281 pairs from IEDB. The task is: Regression. Given a peptide amino acid sequence and an MHC pseudo amino acid sequence, predict their binding affinity value. This is MHC class II binding data. The peptide sequence is PSMGRDIKVQFQSGG. The MHC is HLA-DQA10102-DQB10602 with pseudo-sequence HLA-DQA10102-DQB10602. The binding affinity (normalized) is 0.584.